From a dataset of Full USPTO retrosynthesis dataset with 1.9M reactions from patents (1976-2016). Predict the reactants needed to synthesize the given product. (1) Given the product [CH2:1]([NH:8][C:9]([C:11]1[C:19]2[C:18]3[CH:20]=[C:21]([NH2:24])[CH:22]=[CH:23][C:17]=3[O:16][C:15]=2[C:14]([O:27][CH3:28])=[CH:13][CH:12]=1)=[O:10])[C:2]1[CH:3]=[CH:4][CH:5]=[CH:6][CH:7]=1, predict the reactants needed to synthesize it. The reactants are: [CH2:1]([NH:8][C:9]([C:11]1[C:19]2[C:18]3[CH:20]=[C:21]([N+:24]([O-])=O)[CH:22]=[CH:23][C:17]=3[O:16][C:15]=2[C:14]([O:27][CH3:28])=[CH:13][CH:12]=1)=[O:10])[C:2]1[CH:7]=[CH:6][CH:5]=[CH:4][CH:3]=1.Cl. (2) Given the product [CH3:19][O:18][C:16]([C:15]1[CH:20]=[CH:21][C:22]2[N:23]=[C:10]([NH:9][C:4]3[CH:5]=[CH:6][CH:7]=[CH:8][C:3]=3[CH2:1][CH3:2])[NH:12][C:13]=2[CH:14]=1)=[O:17], predict the reactants needed to synthesize it. The reactants are: [CH2:1]([C:3]1[CH:8]=[CH:7][CH:6]=[CH:5][C:4]=1[N:9]=[C:10]=S)[CH3:2].[NH2:12][C:13]1[CH:14]=[C:15]([CH:20]=[CH:21][C:22]=1[NH2:23])[C:16]([O:18][CH3:19])=[O:17]. (3) Given the product [CH3:6][C:2]1[CH:3]=[C:4]([NH2:5])[N:13]([CH:10]2[CH2:11][CH2:12][O:7][CH2:8][CH2:9]2)[N:14]=1, predict the reactants needed to synthesize it. The reactants are: N/[C:2](/[CH3:6])=[CH:3]\[C:4]#[N:5].[O:7]1[CH2:12][CH2:11][CH:10]([NH:13][NH2:14])[CH2:9][CH2:8]1.C(N(CC)CC)C. (4) Given the product [CH2:1]([C:4]1[S:31][C:7]2[N:8]=[C:9]([N:25]3[CH2:29][CH2:28][C:27](=[N:32][OH:33])[CH2:26]3)[N:10]=[C:11]([N:12]3[CH2:17][CH2:16][N:15]4[C:18]([C:21]([F:24])([F:23])[F:22])=[N:19][N:20]=[C:14]4[CH2:13]3)[C:6]=2[CH:5]=1)[CH2:2][CH3:3], predict the reactants needed to synthesize it. The reactants are: [CH2:1]([C:4]1[S:31][C:7]2[N:8]=[C:9]([N:25]3[CH2:29][CH2:28][C:27](=O)[CH2:26]3)[N:10]=[C:11]([N:12]3[CH2:17][CH2:16][N:15]4[C:18]([C:21]([F:24])([F:23])[F:22])=[N:19][N:20]=[C:14]4[CH2:13]3)[C:6]=2[CH:5]=1)[CH2:2][CH3:3].[NH2:32][OH:33].Cl.C(=O)([O-])[O-].[Na+].[Na+]. (5) Given the product [NH2:1][C:2]1[N:7]=[C:6]([C:8]([NH2:14])=[O:9])[C:5]([O:12][CH3:13])=[N:4][CH:3]=1, predict the reactants needed to synthesize it. The reactants are: [NH2:1][C:2]1[N:7]=[C:6]([C:8](OC)=[O:9])[C:5]([O:12][CH3:13])=[N:4][CH:3]=1.[NH3:14]. (6) Given the product [O:1]=[C:2]1[C:6]2([CH2:7][CH2:8][N:9]([CH2:12][CH2:13][CH2:14][N:15]3[C:19]4[CH:20]=[CH:21][CH:22]=[CH:23][C:18]=4[NH:17][C:16]3=[O:24])[CH2:10][CH2:11]2)[N:5]([C:25]2[CH:26]=[CH:27][CH:28]=[CH:29][CH:30]=2)[CH2:4][N:3]1[CH2:31][C:32]1[CH:41]=[CH:40][CH:39]=[CH:38][C:33]=1[C:34]([OH:36])=[O:35], predict the reactants needed to synthesize it. The reactants are: [O:1]=[C:2]1[C:6]2([CH2:11][CH2:10][N:9]([CH2:12][CH2:13][CH2:14][N:15]3[C:19]4[CH:20]=[CH:21][CH:22]=[CH:23][C:18]=4[NH:17][C:16]3=[O:24])[CH2:8][CH2:7]2)[N:5]([C:25]2[CH:30]=[CH:29][CH:28]=[CH:27][CH:26]=2)[CH2:4][N:3]1[CH2:31][C:32]1[CH:41]=[CH:40][CH:39]=[CH:38][C:33]=1[C:34]([O:36]C)=[O:35].O.[OH-].[Li+]. (7) Given the product [C:16]([O:19][CH2:14][C:3]1[N:4]=[C:5]2[CH:12]=[CH:11][C:10]([F:13])=[CH:9][N:6]2[C:7](=[O:8])[C:2]=1[Br:1])(=[O:18])[CH3:17], predict the reactants needed to synthesize it. The reactants are: [Br:1][C:2]1[C:7](=[O:8])[N:6]2[CH:9]=[C:10]([F:13])[CH:11]=[CH:12][C:5]2=[N:4][C:3]=1[CH2:14]Cl.[C:16]([O-:19])(=[O:18])[CH3:17].[K+].CN(C=O)C. (8) Given the product [CH3:18][N:19]1[CH2:24][CH2:23][N:22]([C:8]2[O:9][C:10]3[C:16]([CH3:17])=[CH:15][CH:14]=[CH:13][C:11]=3[N:12]=2)[CH2:21][CH2:20]1, predict the reactants needed to synthesize it. The reactants are: P(Cl)(Cl)(Cl)(Cl)Cl.S[C:8]1[O:9][C:10]2[C:16]([CH3:17])=[CH:15][CH:14]=[CH:13][C:11]=2[N:12]=1.[CH3:18][N:19]1[CH2:24][CH2:23][NH:22][CH2:21][CH2:20]1. (9) Given the product [C:1]([O:4][C@@H:5]1[CH:22]2[C@:17]([CH3:24])([CH2:18][CH2:19][C@H:20]([OH:23])[CH2:21]2)[C@@H:16]2[C@H:7]([C@H:8]3[C@@:12]([CH2:14][CH2:15]2)([CH3:13])[C@@H:11]([OH:25])[CH2:10][CH2:9]3)[CH2:6]1)(=[O:3])[CH3:2].[C:1]([O:4][C@@H:5]1[CH:22]2[C@:17]([CH3:24])([CH2:18][CH2:19][C@@H:20]([OH:23])[CH2:21]2)[C@@H:16]2[C@H:7]([C@H:8]3[C@@:12]([CH2:14][CH2:15]2)([CH3:13])[C@@H:11]([OH:25])[CH2:10][CH2:9]3)[CH2:6]1)(=[O:3])[CH3:2], predict the reactants needed to synthesize it. The reactants are: [C:1]([O:4][C@@H:5]1[CH:22]2[C@:17]([CH3:24])([CH2:18][CH2:19][C:20](=[O:23])[CH2:21]2)[C@@H:16]2[C@H:7]([C@H:8]3[C@@:12]([CH2:14][CH2:15]2)([CH3:13])[C:11](=[O:25])[CH2:10][CH2:9]3)[CH2:6]1)(=[O:3])[CH3:2].[BH4-].[Na+].